Dataset: hERG Central: cardiac toxicity at 1µM, 10µM, and general inhibition. Task: Predict hERG channel inhibition at various concentrations. (1) The compound is Cc1cc(OC(C)C(=O)NCCCn2ccnc2)c2c(C)c(C)c(=O)oc2c1. Results: hERG_inhib (hERG inhibition (general)): blocker. (2) The molecule is CC(=O)Nc1ccc(SC[C@H](c2ccccc2)N2CCN(CCc3ccccc3)CCC2=O)cc1. Results: hERG_inhib (hERG inhibition (general)): blocker. (3) The molecule is O=C(Nc1cccc(Cl)c1)c1cncn1-c1ccc(F)cc1. Results: hERG_inhib (hERG inhibition (general)): blocker. (4) The drug is CCOCCCn1c(SCC(=O)Nc2cc(OC)ccc2OC)nc2ccccc2c1=O. Results: hERG_inhib (hERG inhibition (general)): blocker. (5) The compound is COc1ccc(N2CCN(Cc3nc4c(c(=O)n(C)c(=O)n4C)n3Cc3cccc(C)c3)CC2)cc1. Results: hERG_inhib (hERG inhibition (general)): blocker. (6) The molecule is Clc1ccc(Cl)c(OCCCCNCc2ccccc2)c1.O=C(O)C(=O)O. Results: hERG_inhib (hERG inhibition (general)): blocker.